Dataset: Full USPTO retrosynthesis dataset with 1.9M reactions from patents (1976-2016). Task: Predict the reactants needed to synthesize the given product. (1) Given the product [CH2:1]([O:8][N:9]1[C:15](=[O:16])[N:14]2[CH2:17][C@@H:10]1[CH2:11][CH2:12][C@@H:13]2[C:18]([NH:27][NH:26][C:24](=[O:25])[CH2:23][C:22]([F:29])([F:28])[F:21])=[O:20])[C:2]1[CH:3]=[CH:4][CH:5]=[CH:6][CH:7]=1, predict the reactants needed to synthesize it. The reactants are: [CH2:1]([O:8][N:9]1[C:15](=[O:16])[N:14]2[CH2:17][C@H:10]1[CH2:11][CH2:12][C@H:13]2[C:18]([OH:20])=O)[C:2]1[CH:7]=[CH:6][CH:5]=[CH:4][CH:3]=1.[F:21][C:22]([F:29])([F:28])[CH2:23][C:24]([NH:26][NH2:27])=[O:25].ON1C2C=CC=CC=2N=N1.Cl.C(N=C=NCCCN(C)C)C. (2) Given the product [NH:40]1[C:41]2[CH:46]=[CH:45][CH:44]=[CH:43][C:42]=2[N:47]=[C:12]1[CH:11]([NH:15][C:16](=[O:17])[O:18][C:19]([CH3:22])([CH3:21])[CH3:20])[CH2:10][C:7]1[CH:8]=[CH:9][C:4]([Br:3])=[CH:5][C:6]=1[F:23], predict the reactants needed to synthesize it. The reactants are: N#N.[Br:3][C:4]1[CH:9]=[CH:8][C:7]([CH2:10][CH:11]([NH:15][C:16]([O:18][C:19]([CH3:22])([CH3:21])[CH3:20])=[O:17])[C:12](O)=O)=[C:6]([F:23])[CH:5]=1.C(N1CCOCC1)C.CN(C(O[N:40]1N=[N:47][C:42]2[CH:43]=[CH:44][CH:45]=[CH:46][C:41]1=2)=[N+](C)C)C.[B-](F)(F)(F)F.C1(N)C(N)=CC=CC=1. (3) The reactants are: [Br:1][C:2]1[CH:8]=[CH:7][C:5]([NH2:6])=[C:4]([F:9])[CH:3]=1.C[Si]([N-][Si](C)(C)C)(C)C.[Na+].[C:20](O[C:20]([O:22][C:23]([CH3:26])([CH3:25])[CH3:24])=[O:21])([O:22][C:23]([CH3:26])([CH3:25])[CH3:24])=[O:21].[Na]. Given the product [Br:1][C:2]1[CH:8]=[CH:7][C:5]([NH:6][C:20](=[O:21])[O:22][C:23]([CH3:26])([CH3:25])[CH3:24])=[C:4]([F:9])[CH:3]=1, predict the reactants needed to synthesize it. (4) The reactants are: [CH3:1][C:2]1([CH3:31])[CH:4]([C:5]([O:7][CH:8]([C:11]2[CH:12]=[CH:13][CH:14]=[C:15]([O:17][C:18]3[CH:19]=[CH:20][CH:21]=[CH:22][CH:23]=3)[CH:16]=2)[C:9]#[N:10])=[O:6])[CH:3]1/[CH:24]=[C:25](\[Cl:30])/[C:26]([F:29])([F:28])[F:27].C(NC(C)C)(C)C.S(=O)(=O)(O)O. Given the product [CH3:1][C:2]1([CH3:31])[C@H:4]([C:5]([O:7][C@@H:8]([C:11]2[CH:12]=[CH:13][CH:14]=[C:15]([O:17][C:18]3[CH:19]=[CH:20][CH:21]=[CH:22][CH:23]=3)[CH:16]=2)[C:9]#[N:10])=[O:6])[C@@H:3]1/[CH:24]=[C:25](\[Cl:30])/[C:26]([F:27])([F:29])[F:28], predict the reactants needed to synthesize it. (5) Given the product [Cl:17][CH2:18][C:13](=[O:14])[CH2:12][CH2:11][C:10]([O:9][CH3:8])=[O:16], predict the reactants needed to synthesize it. The reactants are: CN1CCOCC1.[CH3:8][O:9][C:10](=[O:16])[CH2:11][CH2:12][C:13](O)=[O:14].[Cl:17][C:18](OCC(C)C)=O.[N+](=C)=[N-].Cl. (6) Given the product [CH3:15][N:14]([CH2:16][CH:17]1[CH2:26][CH2:25][C:24]2[C:19](=[CH:20][CH:21]=[C:22]([O:27][CH2:43][C:40]3[CH:39]=[CH:38][C:37]([O:36][C:34]([C:33]4[CH:32]=[CH:31][C:30]([O:29][CH3:28])=[CH:46][CH:45]=4)=[O:35])=[CH:42][CH:41]=3)[CH:23]=2)[CH2:18]1)[CH3:13], predict the reactants needed to synthesize it. The reactants are: N(C(OCC)=O)=NC(OCC)=O.[CH3:13][N:14]([CH2:16][CH:17]1[CH2:26][CH2:25][C:24]2[C:19](=[CH:20][CH:21]=[C:22]([OH:27])[CH:23]=2)[CH2:18]1)[CH3:15].[CH3:28][O:29][C:30]1[CH:46]=[CH:45][C:33]([C:34]([O:36][C:37]2[CH:42]=[CH:41][C:40]([CH2:43]O)=[CH:39][CH:38]=2)=[O:35])=[CH:32][CH:31]=1.C1(P(C2C=CC=CC=2)C2C=CC=CC=2)C=CC=CC=1. (7) Given the product [CH3:3][C:4]1[NH:8][N:7]=[CH:6][C:5]=1[C:9]1[S:17][C:16]2[C:15](=[O:18])[NH:14][C:13]([C@@H:19]3[CH2:24][CH2:23][CH2:22][CH2:21][N:20]3[C:32]([O:34][C:35]([CH3:38])([CH3:37])[CH3:36])=[O:33])=[N:12][C:11]=2[CH:10]=1, predict the reactants needed to synthesize it. The reactants are: Cl.Cl.[CH3:3][C:4]1[NH:8][N:7]=[CH:6][C:5]=1[C:9]1[S:17][C:16]2[C:15](=[O:18])[NH:14][C:13]([C@@H:19]3[CH2:24][CH2:23][CH2:22][CH2:21][NH:20]3)=[N:12][C:11]=2[CH:10]=1.C(N(CC)CC)C.[C:32](O[C:32]([O:34][C:35]([CH3:38])([CH3:37])[CH3:36])=[O:33])([O:34][C:35]([CH3:38])([CH3:37])[CH3:36])=[O:33].[Cl-].[NH4+]. (8) Given the product [Cl:33][C:31]1[C:30]([F:34])=[CH:29][C:25]([C:26]([OH:28])=[O:27])=[C:24]([NH:12][C:3]2[CH:4]=[CH:5][C:6]([Si:8]([CH3:9])([CH3:11])[CH3:10])=[CH:7][C:2]=2[F:1])[N:32]=1, predict the reactants needed to synthesize it. The reactants are: [F:1][C:2]1[CH:7]=[C:6]([Si:8]([CH3:11])([CH3:10])[CH3:9])[CH:5]=[CH:4][C:3]=1[NH2:12].[Li+].C[Si]([N-][Si](C)(C)C)(C)C.Cl[C:24]1[N:32]=[C:31]([Cl:33])[C:30]([F:34])=[CH:29][C:25]=1[C:26]([OH:28])=[O:27].